This data is from Forward reaction prediction with 1.9M reactions from USPTO patents (1976-2016). The task is: Predict the product of the given reaction. (1) Given the reactants [Br:1][C:2]1[CH:7]=[CH:6][C:5]([C:8](=O)[CH:9](OCC)OCC)=[CH:4][C:3]=1[F:17].[NH2:18][NH:19][C:20]([NH2:22])=[S:21].[CH3:23]I, predict the reaction product. The product is: [Br:1][C:2]1[CH:7]=[CH:6][C:5]([C:8]2[N:18]=[N:19][C:20]([S:21][CH3:23])=[N:22][CH:9]=2)=[CH:4][C:3]=1[F:17]. (2) Given the reactants Cl.[Cl:2][CH2:3][CH2:4][CH2:5][CH2:6][C:7]1[N:8]([CH3:21])[N:9]=[C:10]2[C:19]=1[C:18]1[CH:17]=[CH:16][CH:15]=[CH:14][C:13]=1[N:12]=[C:11]2[NH2:20].FC(F)(F)C(O)=O, predict the reaction product. The product is: [Cl:2][CH2:3][CH2:4][CH2:5][CH2:6][C:7]1[N:8]([CH3:21])[N:9]=[C:10]2[C:19]=1[C:18]1[CH2:17][CH2:16][CH2:15][CH2:14][C:13]=1[N:12]=[C:11]2[NH2:20]. (3) The product is: [Cl:8][C:7]1[C:2]([C:11]2[CH:12]=[CH:13][CH:14]=[C:15]([N+:16]([O-:18])=[O:17])[C:10]=2[F:9])=[N:3][CH:4]=[CH:5][CH:6]=1. Given the reactants Br[C:2]1[C:7]([Cl:8])=[CH:6][CH:5]=[CH:4][N:3]=1.[F:9][C:10]1[C:15]([N+:16]([O-:18])=[O:17])=[CH:14][CH:13]=[CH:12][C:11]=1B1OC(C)(C)C(C)(C)O1.C(=O)([O-])[O-].[K+].[K+], predict the reaction product. (4) Given the reactants C1(C(C2C=CC=CC=2)=CC2N(CCN3CCCCC3)C(=O)C3C=CC=CC=3N=2)C=CC=CC=1.[F:34][C:35]([F:69])([F:68])[C:36]1[CH:37]=[C:38]([CH:65]=[CH:66][CH:67]=1)[O:39][C:40]1[CH:41]=[C:42]([CH:46]2[N:55]([CH2:56][CH2:57][N:58]3[CH2:63][CH2:62][CH2:61][CH2:60][CH2:59]3)[C:54](=[O:64])[C:53]3[C:48](=[CH:49][CH:50]=[CH:51][CH:52]=3)[NH:47]2)[CH:43]=[CH:44][CH:45]=1, predict the reaction product. The product is: [F:68][C:35]([F:34])([F:69])[C:36]1[CH:37]=[C:38]([CH:65]=[CH:66][CH:67]=1)[O:39][C:40]1[CH:41]=[C:42]([C:46]2[N:55]([CH2:56][CH2:57][N:58]3[CH2:59][CH2:60][CH2:61][CH2:62][CH2:63]3)[C:54](=[O:64])[C:53]3[CH:52]=[CH:51][CH:50]=[CH:49][C:48]=3[N:47]=2)[CH:43]=[CH:44][CH:45]=1.